From a dataset of Peptide-MHC class I binding affinity with 185,985 pairs from IEDB/IMGT. Regression. Given a peptide amino acid sequence and an MHC pseudo amino acid sequence, predict their binding affinity value. This is MHC class I binding data. (1) The peptide sequence is DSPIGPIML. The MHC is HLA-B35:01 with pseudo-sequence HLA-B35:01. The binding affinity (normalized) is 0.0847. (2) The peptide sequence is FQNFVQCPL. The MHC is H-2-Kd with pseudo-sequence H-2-Kd. The binding affinity (normalized) is 0. (3) The peptide sequence is VATTHSWI. The MHC is HLA-A02:02 with pseudo-sequence HLA-A02:02. The binding affinity (normalized) is 0. (4) The peptide sequence is AYISSEATTPG. The MHC is Patr-A0901 with pseudo-sequence Patr-A0901. The binding affinity (normalized) is 0.437. (5) The peptide sequence is AGPPQVGL. The MHC is H-2-Dd with pseudo-sequence H-2-Dd. The binding affinity (normalized) is 0.0278. (6) The peptide sequence is RFNAIWFNH. The MHC is HLA-A31:01 with pseudo-sequence HLA-A31:01. The binding affinity (normalized) is 0.851.